From a dataset of Reaction yield outcomes from USPTO patents with 853,638 reactions. Predict the reaction yield, written as a fraction of the theoretical maximum amount of product (1.0 means a 100% yield; for example, 0.34 means a 34% yield). (1) The reactants are F[C:2]1[C:10]([F:11])=[C:9](F)[C:8]([N+:13]([O-:15])=[O:14])=[CH:7][C:3]=1[C:4](O)=O.[OH-:16].[NH4+:17].[OH2:18].C(O)(=O)C.C[N:24]1CCCC1=O. No catalyst specified. The product is [NH2:17][C:2]1[C:10]([F:11])=[C:9]([NH2:24])[C:8]([N+:13]([O-:15])=[O:14])=[CH:7][C:3]=1[C:4]([OH:18])=[O:16]. The yield is 0.860. (2) The reactants are [C:1]([CH2:4][C:5]1[C:6]([F:16])=[C:7]([O:14][CH3:15])[CH:8]=[CH:9][C:10]=1[N+:11]([O-])=O)(=O)[CH3:2].C([O-])(=O)C.[NH4+]. The catalyst is CC(C)=O.[Cl-].[Cl-].[Cl-].[Ti+3]. The product is [F:16][C:6]1[C:7]([O:14][CH3:15])=[CH:8][CH:9]=[C:10]2[C:5]=1[CH:4]=[C:1]([CH3:2])[NH:11]2. The yield is 0.900. (3) The reactants are [F:1][C:2]([F:44])([F:43])[C:3]1[CH:4]=[C:5]([CH:36]=[C:37]([C:39]([F:42])([F:41])[F:40])[CH:38]=1)[CH2:6][N:7]([CH2:15][C:16]1[C:17]([N:27]([CH2:32][CH:33]2[CH2:35][CH2:34]2)[CH2:28][CH:29]2[CH2:31][CH2:30]2)=[N:18][C:19]2[C:24]([CH:25]=1)=[CH:23][CH:22]=[CH:21][C:20]=2[CH3:26])[C:8]1[N:13]=[CH:12][C:11](Br)=[CH:10][N:9]=1.CC(C)([O-])C.[Na+].[NH:51]1[CH2:56][CH2:55][O:54][CH2:53][CH2:52]1. The catalyst is C1(C)C=CC=CC=1.C1C=CC(/C=C/C(/C=C/C2C=CC=CC=2)=O)=CC=1.C1C=CC(/C=C/C(/C=C/C2C=CC=CC=2)=O)=CC=1.C1C=CC(/C=C/C(/C=C/C2C=CC=CC=2)=O)=CC=1.[Pd].[Pd]. The product is [F:1][C:2]([F:44])([F:43])[C:3]1[CH:4]=[C:5]([CH:36]=[C:37]([C:39]([F:42])([F:41])[F:40])[CH:38]=1)[CH2:6][N:7]([CH2:15][C:16]1[C:17]([N:27]([CH2:32][CH:33]2[CH2:35][CH2:34]2)[CH2:28][CH:29]2[CH2:31][CH2:30]2)=[N:18][C:19]2[C:24]([CH:25]=1)=[CH:23][CH:22]=[CH:21][C:20]=2[CH3:26])[C:8]1[N:13]=[CH:12][C:11]([N:51]2[CH2:56][CH2:55][O:54][CH2:53][CH2:52]2)=[CH:10][N:9]=1. The yield is 0.350.